Dataset: Full USPTO retrosynthesis dataset with 1.9M reactions from patents (1976-2016). Task: Predict the reactants needed to synthesize the given product. (1) Given the product [CH:11]1([NH:10][C:4]2[C:3]([C:16]3[CH:21]=[CH:20][CH:19]=[CH:18][CH:17]=3)=[C:2]([NH:27][CH:22]3[CH2:26][CH2:25][CH2:24][CH2:23]3)[N:7]=[C:6]([CH2:8][CH3:9])[N:5]=2)[CH2:15][CH2:14][CH2:13][CH2:12]1, predict the reactants needed to synthesize it. The reactants are: Cl[C:2]1[N:7]=[C:6]([CH2:8][CH3:9])[N:5]=[C:4]([NH:10][CH:11]2[CH2:15][CH2:14][CH2:13][CH2:12]2)[C:3]=1[C:16]1[CH:21]=[CH:20][CH:19]=[CH:18][CH:17]=1.[CH:22]1([NH2:27])[CH2:26][CH2:25][CH2:24][CH2:23]1. (2) Given the product [CH3:11][N:12]([CH3:13])[S:6]([C:4]1[N:3]=[CH:2][NH:1][CH:5]=1)(=[O:8])=[O:7], predict the reactants needed to synthesize it. The reactants are: [NH:1]1[CH:5]=[C:4]([S:6](Cl)(=[O:8])=[O:7])[N:3]=[CH:2]1.Cl.[CH3:11][NH:12][CH3:13].C(N(CC)CC)C. (3) The reactants are: [O:1]=[C:2]([C:16]1[CH:21]=[CH:20][CH:19]=[CH:18][CH:17]=1)[CH2:3][CH2:4][C:5]1[CH:10]=[CH:9][CH:8]=[CH:7][C:6]=1[NH:11][S:12]([CH3:15])(=[O:14])=[O:13].CCCCCCCCCC.C(OO)(C)(C)C.NC1C=CC=CC=1. Given the product [CH3:15][S:12]([N:11]1[C:6]2[C:5](=[CH:10][CH:9]=[CH:8][CH:7]=2)[CH2:4][CH:3]1[C:2]([C:16]1[CH:21]=[CH:20][CH:19]=[CH:18][CH:17]=1)=[O:1])(=[O:14])=[O:13], predict the reactants needed to synthesize it. (4) Given the product [CH2:1]([O:8][C:9]1[CH:13]=[C:12]([C:14]([OH:16])=[O:15])[N:11]([CH2:18][C:19]2[C:24]([CH3:25])=[CH:23][C:22]([CH3:27])=[CH:21][C:20]=2[CH3:26])[N:10]=1)[C:2]1[CH:3]=[CH:4][CH:5]=[CH:6][CH:7]=1, predict the reactants needed to synthesize it. The reactants are: [CH2:1]([O:8][C:9]1[CH:13]=[C:12]([C:14]([O:16]C)=[O:15])[N:11]([CH2:18][C:19]2[C:24]([CH3:25])=[CH:23][CH:22]=[CH:21][C:20]=2[CH3:26])[N:10]=1)[C:2]1[CH:7]=[CH:6][CH:5]=[CH:4][CH:3]=1.[CH3:27]O. (5) Given the product [F:1][C:2]1[CH:7]=[CH:6][CH:5]=[C:4]([F:8])[C:3]=1[N:9]1[C:14]2[N:15]=[C:16]([NH:41][CH:42]3[CH2:43][CH2:44][N:45]([C:48]([O:50][C:51]([CH3:54])([CH3:53])[CH3:52])=[O:49])[CH2:46][CH2:47]3)[N:17]=[C:18]([C:19]3[CH:20]=[C:21]([C:22]([NH:24][CH2:25][C:26]4[CH:31]=[CH:30][CH:29]=[CH:28][CH:27]=4)=[O:23])[CH:32]=[CH:33][C:34]=3[CH3:35])[C:13]=2[CH2:12][NH:11][C:10]1=[O:40], predict the reactants needed to synthesize it. The reactants are: [F:1][C:2]1[CH:7]=[CH:6][CH:5]=[C:4]([F:8])[C:3]=1[N:9]1[C:14]2[N:15]=[C:16](S(C)(=O)=O)[N:17]=[C:18]([C:19]3[CH:20]=[C:21]([CH:32]=[CH:33][C:34]=3[CH3:35])[C:22]([NH:24][CH2:25][C:26]3[CH:31]=[CH:30][CH:29]=[CH:28][CH:27]=3)=[O:23])[C:13]=2[CH2:12][NH:11][C:10]1=[O:40].[NH2:41][CH:42]1[CH2:47][CH2:46][N:45]([C:48]([O:50][C:51]([CH3:54])([CH3:53])[CH3:52])=[O:49])[CH2:44][CH2:43]1.C(N(CC)CC)C. (6) Given the product [C:1]([O:5][NH:6][C:7]([C@:9]1([CH3:38])[C@H:14]([NH:15][S:16]([C:19]2[CH:20]=[CH:21][C:22]([O:25][CH2:26][C:27]3[C:36]4[C:31](=[CH:32][CH:33]=[CH:34][CH:35]=4)[N:30]=[C:29]([CH3:37])[CH:28]=3)=[CH:23][CH:24]=2)(=[O:18])=[O:17])[CH2:13][CH2:12][N:11]([CH:39]=[O:40])[CH2:10]1)=[O:8])([CH3:4])([CH3:3])[CH3:2], predict the reactants needed to synthesize it. The reactants are: [C:1]([O:5][NH:6][C:7]([C@:9]1([CH3:38])[C@H:14]([NH:15][S:16]([C:19]2[CH:24]=[CH:23][C:22]([O:25][CH2:26][C:27]3[C:36]4[C:31](=[CH:32][CH:33]=[CH:34][CH:35]=4)[N:30]=[C:29]([CH3:37])[CH:28]=3)=[CH:21][CH:20]=2)(=[O:18])=[O:17])[CH2:13][CH2:12][NH:11][CH2:10]1)=[O:8])([CH3:4])([CH3:3])[CH3:2].[CH:39](OCC)=[O:40].C(N(C(C)C)CC)(C)C. (7) Given the product [CH3:27][C:28]1([CH3:43])[CH2:33][CH2:32][C:31]([C:2]2[C:7]([NH2:8])=[CH:6][CH:5]=[C:4]([CH:9]3[CH2:14][C:13]([CH3:16])([CH3:15])[O:12][C:11]([CH3:18])([CH3:17])[CH2:10]3)[N:3]=2)=[CH:30][CH2:29]1, predict the reactants needed to synthesize it. The reactants are: Br[C:2]1[C:7]([NH2:8])=[CH:6][CH:5]=[C:4]([CH:9]2[CH2:14][C:13]([CH3:16])([CH3:15])[O:12][C:11]([CH3:18])([CH3:17])[CH2:10]2)[N:3]=1.C([O-])([O-])=O.[Na+].[Na+].[Li+].[Cl-].[CH3:27][C:28]1([CH3:43])[CH2:33][CH2:32][C:31](B2OC(C)(C)C(C)(C)O2)=[CH:30][CH2:29]1. (8) Given the product [Br:1][CH2:23][C:22]([CH:25]1[O:30][C:29]2[CH:31]=[CH:32][CH:33]=[CH:34][C:28]=2[O:27][CH2:26]1)=[O:24], predict the reactants needed to synthesize it. The reactants are: [Br-:1].[Br-].[Br-].[NH+]1C=CC=CC=1.[NH+]1C=CC=CC=1.[NH+]1C=CC=CC=1.[C:22]([CH:25]1[O:30][C:29]2[CH:31]=[CH:32][CH:33]=[CH:34][C:28]=2[O:27][CH2:26]1)(=[O:24])[CH3:23].O. (9) The reactants are: [NH2:1][C:2]1[N:7]=[C:6]([OH:8])[C:5]([N+:9]([O-:11])=[O:10])=[C:4]([C:12]2[O:13][C:14]([CH3:17])=[CH:15][CH:16]=2)[N:3]=1.C(N(CC)CC)C.[C:25]1([CH3:35])[CH:30]=[CH:29][C:28]([S:31](Cl)(=[O:33])=[O:32])=[CH:27][CH:26]=1.CCCC(C)C. Given the product [CH3:17][C:14]1[O:13][C:12]([C:4]2[C:5]([N+:9]([O-:11])=[O:10])=[C:6]([O:8][S:31]([C:28]3[CH:29]=[CH:30][C:25]([CH3:35])=[CH:26][CH:27]=3)(=[O:33])=[O:32])[N:7]=[C:2]([NH2:1])[N:3]=2)=[CH:16][CH:15]=1, predict the reactants needed to synthesize it.